This data is from Ames mutagenicity test results for genotoxicity prediction. The task is: Regression/Classification. Given a drug SMILES string, predict its toxicity properties. Task type varies by dataset: regression for continuous values (e.g., LD50, hERG inhibition percentage) or binary classification for toxic/non-toxic outcomes (e.g., AMES mutagenicity, cardiotoxicity, hepatotoxicity). Dataset: ames. (1) The molecule is O=[N+]([O-])C1=Cc2cccc3cccc1c23. The result is 1 (mutagenic). (2) The compound is CC(C)(C)OC(=O)NC(CN=[N+]=[N-])C(=O)O. The result is 1 (mutagenic). (3) The drug is [N-]=[N+]=NCC(=O)O. The result is 0 (non-mutagenic). (4) The result is 1 (mutagenic). The compound is O=[N+]([O-])c1[nH]cnc1-c1ccccc1. (5) The drug is CC1CN(c2cc3c(cc2F)c(=O)c(C(=O)O)cn3-c2ccc(F)cc2F)CCN1. The result is 1 (mutagenic). (6) The result is 0 (non-mutagenic). The compound is Cc1cc(O)ccc1O[P@@](=O)(Oc1cc(O)ccc1C)Oc1c(C)cccc1O. (7) The molecule is CC(N)(Cc1ccc(O)c(O)c1)C(=O)O. The result is 0 (non-mutagenic). (8) The compound is OC[P+](CO)(CO)CO. The result is 0 (non-mutagenic). (9) The compound is O=C1C(=O)C(c2ccccc2)Oc2cc(O)cc(O)c21. The result is 0 (non-mutagenic).